From a dataset of Forward reaction prediction with 1.9M reactions from USPTO patents (1976-2016). Predict the product of the given reaction. (1) Given the reactants [C:1]([N:4]1[C:12]2[C:7](=[CH:8][C:9]([C:13](=[O:15])[CH3:14])=[CH:10][CH:11]=2)[CH2:6][C:5]1=[O:16])(=[O:3])[CH3:2].[C:17]([C:19]1[CH:27]=[CH:26][C:22]([C:23](O)=[O:24])=[CH:21][CH:20]=1)#[N:18], predict the reaction product. The product is: [C:1]([N:4]1[C:12]2[C:7](=[CH:8][C:9]([C:13](=[O:15])[CH3:14])=[CH:10][CH:11]=2)[C:6](=[C:23]([C:22]2[CH:26]=[CH:27][C:19]([C:17]#[N:18])=[CH:20][CH:21]=2)[OH:24])[C:5]1=[O:16])(=[O:3])[CH3:2]. (2) Given the reactants [CH:1]1([C@@H:7]([NH:9][C:10]([C:12]2[C:21]3[C:16](=[CH:17][CH:18]=[CH:19][CH:20]=3)[N:15]=[C:14]([C:22]3[S:23][CH:24]=[CH:25][CH:26]=3)[C:13]=2[CH2:27][N:28]2[CH2:33][CH2:32][N:31]([C:34](Cl)=[O:35])[CH2:30][CH2:29]2)=[O:11])[CH3:8])[CH2:6][CH2:5][CH2:4][CH2:3][CH2:2]1.[NH:37]1[CH2:41][CH2:40][CH2:39][C@H:38]1[CH2:42][OH:43], predict the reaction product. The product is: [CH:1]1([C@@H:7]([NH:9][C:10]([C:12]2[C:21]3[C:16](=[CH:17][CH:18]=[CH:19][CH:20]=3)[N:15]=[C:14]([C:22]3[S:23][CH:24]=[CH:25][CH:26]=3)[C:13]=2[CH2:27][N:28]2[CH2:33][CH2:32][N:31]([C:34]([N:37]3[CH2:41][CH2:40][CH2:39][C@H:38]3[CH2:42][OH:43])=[O:35])[CH2:30][CH2:29]2)=[O:11])[CH3:8])[CH2:6][CH2:5][CH2:4][CH2:3][CH2:2]1.